Dataset: Peptide-MHC class I binding affinity with 185,985 pairs from IEDB/IMGT. Task: Regression. Given a peptide amino acid sequence and an MHC pseudo amino acid sequence, predict their binding affinity value. This is MHC class I binding data. (1) The peptide sequence is IATLYCVHQK. The MHC is HLA-A03:01 with pseudo-sequence HLA-A03:01. The binding affinity (normalized) is 0.0847. (2) The peptide sequence is AFSYMDDVVL. The MHC is Patr-A0901 with pseudo-sequence Patr-A0901. The binding affinity (normalized) is 0.342.